Dataset: Peptide-MHC class I binding affinity with 185,985 pairs from IEDB/IMGT. Task: Regression. Given a peptide amino acid sequence and an MHC pseudo amino acid sequence, predict their binding affinity value. This is MHC class I binding data. (1) The peptide sequence is LIQDWIPPL. The MHC is HLA-A02:02 with pseudo-sequence HLA-A02:02. The binding affinity (normalized) is 0.565. (2) The peptide sequence is LSPRTLNAW. The MHC is HLA-A02:02 with pseudo-sequence HLA-A02:02. The binding affinity (normalized) is 0. (3) The peptide sequence is LLKDLMPFV. The MHC is HLA-A68:01 with pseudo-sequence HLA-A68:01. The binding affinity (normalized) is 0. (4) The peptide sequence is QTVGPWHLGK. The MHC is HLA-A11:01 with pseudo-sequence HLA-A11:01. The binding affinity (normalized) is 0.664. (5) The binding affinity (normalized) is 0.0718. The peptide sequence is EHFYWGSVF. The MHC is HLA-B07:02 with pseudo-sequence HLA-B07:02. (6) The peptide sequence is GYLNACGHF. The MHC is HLA-A26:01 with pseudo-sequence HLA-A26:01. The binding affinity (normalized) is 0.0847. (7) The peptide sequence is KECVDGTLL. The MHC is HLA-B48:01 with pseudo-sequence HLA-B48:01. The binding affinity (normalized) is 0.0847. (8) The peptide sequence is CTDDNALAY. The MHC is HLA-A31:01 with pseudo-sequence HLA-A31:01. The binding affinity (normalized) is 0.0847. (9) The MHC is HLA-A02:03 with pseudo-sequence HLA-A02:03. The peptide sequence is NTKSDNIINI. The binding affinity (normalized) is 0.354. (10) The peptide sequence is IHPILMALF. The MHC is Mamu-A01 with pseudo-sequence Mamu-A01. The binding affinity (normalized) is 0.953.